From a dataset of Peptide-MHC class I binding affinity with 185,985 pairs from IEDB/IMGT. Regression. Given a peptide amino acid sequence and an MHC pseudo amino acid sequence, predict their binding affinity value. This is MHC class I binding data. (1) The MHC is HLA-B07:02 with pseudo-sequence HLA-B07:02. The binding affinity (normalized) is 0.158. The peptide sequence is AMYAPYGPF. (2) The peptide sequence is RDWAHNSL. The MHC is HLA-A33:01 with pseudo-sequence HLA-A33:01. The binding affinity (normalized) is 0. (3) The peptide sequence is KKEEFTEI. The MHC is H-2-Kb with pseudo-sequence H-2-Kb. The binding affinity (normalized) is 0.0735. (4) The peptide sequence is VPAAIMMIL. The MHC is HLA-B54:01 with pseudo-sequence HLA-B54:01. The binding affinity (normalized) is 0. (5) The peptide sequence is GQGQNSADPK. The MHC is HLA-A68:01 with pseudo-sequence HLA-A68:01. The binding affinity (normalized) is 0.